Task: Predict the reaction yield, written as a fraction of the theoretical maximum amount of product (1.0 means a 100% yield; for example, 0.34 means a 34% yield).. Dataset: Reaction yield outcomes from USPTO patents with 853,638 reactions The reactants are Cl[C:2]1[C:11]2[C:6](=[CH:7][CH:8]=[C:9]([N+:12]([O-:14])=[O:13])[CH:10]=2)[N:5]=[C:4]([CH3:15])[N:3]=1.C[C:17]1NC(=O)[C:24]2[C:19](=[CH:20][CH:21]=[C:22]([N+]([O-])=O)[CH:23]=2)[N:18]=1.C(N(C(C)C)CC)(C)C.P(Cl)(Cl)(Cl)=O.[C:45]([O-])(O)=[O:46].[Na+]. The catalyst is C1(C)C=CC=CC=1. The product is [CH3:45][O:46][C:22]1[CH:21]=[CH:20][C:19]([N:18]([C:2]2[C:11]3[C:6](=[CH:7][CH:8]=[C:9]([N+:12]([O-:14])=[O:13])[CH:10]=3)[N:5]=[C:4]([CH3:15])[N:3]=2)[CH3:17])=[CH:24][CH:23]=1. The yield is 0.600.